This data is from Peptide-MHC class I binding affinity with 185,985 pairs from IEDB/IMGT. The task is: Regression. Given a peptide amino acid sequence and an MHC pseudo amino acid sequence, predict their binding affinity value. This is MHC class I binding data. (1) The peptide sequence is YPGIKVRQL. The MHC is HLA-B53:01 with pseudo-sequence HLA-B53:01. The binding affinity (normalized) is 0.136. (2) The peptide sequence is ITDVQDMDP. The MHC is HLA-A01:01 with pseudo-sequence HLA-A01:01. The binding affinity (normalized) is 0.129. (3) The peptide sequence is KKYNNDKSF. The MHC is HLA-A30:01 with pseudo-sequence HLA-A30:01. The binding affinity (normalized) is 0.0832. (4) The peptide sequence is FHSRFVQAL. The MHC is HLA-A01:01 with pseudo-sequence HLA-A01:01. The binding affinity (normalized) is 0.0847.